Dataset: Catalyst prediction with 721,799 reactions and 888 catalyst types from USPTO. Task: Predict which catalyst facilitates the given reaction. (1) Reactant: Cl[C:2]1[C:11]2[C:6](=[CH:7][C:8]([N:12]([CH3:14])[CH3:13])=[CH:9][CH:10]=2)[C:5]([O:15][CH3:16])=[CH:4][N:3]=1.[F-:17].C[N+](C)(C)C. Product: [F:17][C:2]1[C:11]2[C:6](=[CH:7][C:8]([N:12]([CH3:14])[CH3:13])=[CH:9][CH:10]=2)[C:5]([O:15][CH3:16])=[CH:4][N:3]=1. The catalyst class is: 16. (2) Reactant: [CH3:1][O:2][CH2:3][CH:4]([OH:6])[CH3:5].ClCCl.[CH3:10][C:11]1[CH:16]=[CH:15][C:14]([S:17](Cl)(=[O:19])=[O:18])=[CH:13][CH:12]=1. Product: [CH3:10][C:11]1[CH:16]=[CH:15][C:14]([S:17]([O:6][CH:4]([CH3:5])[CH2:3][O:2][CH3:1])(=[O:19])=[O:18])=[CH:13][CH:12]=1. The catalyst class is: 17. (3) The catalyst class is: 47. Product: [CH3:1][O:2][CH:3]1[CH2:10][CH:9]2[CH:5]([CH2:6][CH:7]([NH:11][CH2:13][C:14]([N:16]3[CH2:20][CH2:19][CH2:18][CH:17]3[C:21]#[N:22])=[O:15])[CH2:8]2)[CH2:4]1. Reactant: [CH3:1][O:2][CH:3]1[CH2:10][CH:9]2[CH:5]([CH2:6][CH:7]([NH2:11])[CH2:8]2)[CH2:4]1.Cl[CH2:13][C:14]([N:16]1[CH2:20][CH2:19][CH2:18][CH:17]1[C:21]#[N:22])=[O:15].C(=O)([O-])[O-].[K+].[K+].[I-].[K+].[OH-].[Na+]. (4) Reactant: [OH:1][C:2]1[CH:7]=[CH:6][C:5]([C:8]2[C:12](=[O:13])[C:11]([CH3:15])([CH3:14])[O:10][C:9]=2[C:16]2[CH:23]=[CH:22][C:19]([C:20]#[N:21])=[CH:18][CH:17]=2)=[CH:4][CH:3]=1.C(=O)([O-])[O-].[Cs+].[Cs+].CN(C=O)C.Cl[CH2:36][C:37]1[N:38]=[C:39]2[CH:44]=[CH:43][CH:42]=[CH:41][N:40]2[CH:45]=1. Product: [N:38]1[C:37]([CH2:36][O:1][C:2]2[CH:3]=[CH:4][C:5]([C:8]3[C:12](=[O:13])[C:11]([CH3:14])([CH3:15])[O:10][C:9]=3[C:16]3[CH:17]=[CH:18][C:19]([C:20]#[N:21])=[CH:22][CH:23]=3)=[CH:6][CH:7]=2)=[CH:45][N:40]2[CH:41]=[CH:42][CH:43]=[CH:44][C:39]=12. The catalyst class is: 6. (5) Reactant: Cl[C:2]1[C:3](=[O:16])[NH:4][C:5]2[C:10]([N:11]=1)=[CH:9][C:8]([C:12]([O:14][CH3:15])=[O:13])=[CH:7][CH:6]=2.Cl.[CH3:18][NH:19][CH:20]1[CH2:22][CH2:21]1.CCN(C(C)C)C(C)C. Product: [CH:20]1([N:19]([CH3:18])[C:2]2[C:3](=[O:16])[NH:4][C:5]3[C:10]([N:11]=2)=[CH:9][C:8]([C:12]([O:14][CH3:15])=[O:13])=[CH:7][CH:6]=3)[CH2:22][CH2:21]1. The catalyst class is: 16. (6) Product: [Br:1][C:2]1[CH:3]=[CH:4][C:5]([O:9][C:10]([F:11])([F:12])[F:13])=[C:6]([CH:7]=1)[CH2:8][Br:14]. Reactant: [Br:1][C:2]1[CH:3]=[CH:4][C:5]([O:9][C:10]([F:13])([F:12])[F:11])=[C:6]([CH3:8])[CH:7]=1.[Br:14]N1C(=O)CCC1=O. The catalyst class is: 340. (7) Reactant: [N-]=C=O.CCCC[N+](CCCC)(CCCC)CCCC.[F-].[CH2:22]([O:29][C:30]1[CH:31]=[C:32]([CH2:50][C:51]([CH3:56])([CH3:55])[CH2:52][C:53]#[N:54])[CH:33]=[CH:34][C:35]=1[N:36]1[CH2:40][C:39](=[O:41])[N:38](CC[Si](C)(C)C)[S:37]1(=[O:49])=[O:48])[C:23]1[CH:28]=[CH:27][CH:26]=[CH:25][CH:24]=1. Product: [CH2:22]([O:29][C:30]1[CH:31]=[C:32]([CH2:50][C:51]([CH3:56])([CH3:55])[CH2:52][C:53]#[N:54])[CH:33]=[CH:34][C:35]=1[N:36]1[CH2:40][C:39](=[O:41])[NH:38][S:37]1(=[O:49])=[O:48])[C:23]1[CH:24]=[CH:25][CH:26]=[CH:27][CH:28]=1. The catalyst class is: 295. (8) Reactant: Br[C:2]1[CH:7]=[CH:6][C:5]([CH2:8][C:9]([O:11][CH3:12])=[O:10])=[CH:4][CH:3]=1.[CH:13]([C:15]1[CH:20]=[CH:19][CH:18]=[CH:17][C:16]=1B(O)O)=[O:14].C(=O)([O-])[O-].[K+].[K+]. Product: [CH3:12][O:11][C:9](=[O:10])[CH2:8][C:5]1[CH:6]=[CH:7][C:2]([C:16]2[CH:17]=[CH:18][CH:19]=[CH:20][C:15]=2[CH:13]=[O:14])=[CH:3][CH:4]=1. The catalyst class is: 224.